From a dataset of Full USPTO retrosynthesis dataset with 1.9M reactions from patents (1976-2016). Predict the reactants needed to synthesize the given product. Given the product [Br:1][C:2]1[CH:7]=[C:6]([CH3:8])[CH:5]=[C:4]2[C:3]=1[CH2:9][CH:10]([CH3:14])[C:11]2=[O:12], predict the reactants needed to synthesize it. The reactants are: [Br:1][C:2]1[CH:7]=[C:6]([CH3:8])[CH:5]=[CH:4][C:3]=1[CH2:9][CH:10]([CH3:14])[C:11](Cl)=[O:12].[Al+3].[Cl-].[Cl-].[Cl-].